The task is: Predict the product of the given reaction.. This data is from Forward reaction prediction with 1.9M reactions from USPTO patents (1976-2016). (1) Given the reactants [CH2:1]([O:3][C:4](=[O:20])[CH:5]=[CH:6][C:7]1[C:8](Cl)=[N:9][C:10]2[C:15]([CH:16]=1)=[CH:14][C:13]([O:17][CH3:18])=[CH:12][CH:11]=2)[CH3:2].Cl.C([OH:24])C, predict the reaction product. The product is: [CH2:1]([O:3][C:4](=[O:20])[CH:5]=[CH:6][C:7]1[C:8](=[O:24])[NH:9][C:10]2[C:15]([CH:16]=1)=[CH:14][C:13]([O:17][CH3:18])=[CH:12][CH:11]=2)[CH3:2]. (2) Given the reactants Cl[CH2:2][CH2:3][CH2:4][S:5]([C:8]1[CH:13]=[CH:12][C:11]([F:14])=[C:10]([F:15])[CH:9]=1)(=[O:7])=[O:6].O.CCOC(C)=O, predict the reaction product. The product is: [CH:4]1([S:5]([C:8]2[CH:13]=[CH:12][C:11]([F:14])=[C:10]([F:15])[CH:9]=2)(=[O:7])=[O:6])[CH2:2][CH2:3]1. (3) Given the reactants [ClH:1].[CH3:2][O:3][C:4]1[C:5]([O:16][CH2:17][CH2:18][CH2:19][N:20]2[CH2:24][CH2:23][CH2:22][CH2:21]2)=[CH:6][C:7]([N+:13]([O-])=O)=[C:8]([CH:12]=1)[C:9]([NH2:11])=[O:10], predict the reaction product. The product is: [ClH:1].[NH2:13][C:7]1[CH:6]=[C:5]([O:16][CH2:17][CH2:18][CH2:19][N:20]2[CH2:24][CH2:23][CH2:22][CH2:21]2)[C:4]([O:3][CH3:2])=[CH:12][C:8]=1[C:9]([NH2:11])=[O:10].